This data is from Forward reaction prediction with 1.9M reactions from USPTO patents (1976-2016). The task is: Predict the product of the given reaction. (1) Given the reactants F[C:2]1[CH:3]=[C:4]([CH:7]=[CH:8][CH:9]=1)[C:5]#[N:6].[CH3:10][C:11]1[CH:16]=[CH:15][C:14]([OH:17])=[CH:13][CH:12]=1.C(=O)([O-])[O-].[Cs+].[Cs+].CN(C=O)C, predict the reaction product. The product is: [CH3:10][C:11]1[CH:16]=[CH:15][C:14]([O:17][C:2]2[CH:3]=[C:4]([CH:7]=[CH:8][CH:9]=2)[C:5]#[N:6])=[CH:13][CH:12]=1. (2) Given the reactants [CH2:1]([NH:8][CH2:9][CH2:10][OH:11])[C:2]1[CH:7]=[CH:6][CH:5]=[CH:4][CH:3]=1.C(N(CC)CC)C.[O-]P1(OP([O-])(=O)OP([O-])(=O)OP([O-])(=O)O1)=O.[Na+].[Na+].[Na+].[Na+].[F:39][C:40]([F:53])([F:52])[C:41]1[C:46]2[CH2:47][CH:48]([C:49](O)=[O:50])[C:45]=2[CH:44]=[CH:43][CH:42]=1, predict the reaction product. The product is: [CH2:1]([N:8]([CH2:9][CH2:10][OH:11])[C:49]([CH:48]1[C:45]2[CH:44]=[CH:43][CH:42]=[C:41]([C:40]([F:39])([F:52])[F:53])[C:46]=2[CH2:47]1)=[O:50])[C:2]1[CH:7]=[CH:6][CH:5]=[CH:4][CH:3]=1. (3) The product is: [C:1]([O:5][C:6]([N:8]1[CH2:9][CH2:10][CH:11]([C:14]2[CH:19]=[CH:18][C:17]([C:20]([OH:22])=[O:21])=[CH:16][C:15]=2[S:24]([CH3:27])(=[O:26])=[O:25])[CH2:12][CH2:13]1)=[O:7])([CH3:4])([CH3:3])[CH3:2]. Given the reactants [C:1]([O:5][C:6]([N:8]1[CH2:13][CH2:12][CH:11]([C:14]2[CH:19]=[CH:18][C:17]([C:20]([O:22]C)=[O:21])=[CH:16][C:15]=2[S:24]([CH3:27])(=[O:26])=[O:25])[CH2:10][CH2:9]1)=[O:7])([CH3:4])([CH3:3])[CH3:2].O.[OH-].[Li+], predict the reaction product. (4) Given the reactants [CH3:1][N:2]1[C:6]2[CH:7]=[CH:8][C:9]([CH2:11][CH2:12][NH:13]C(OCC3C=CC=CC=3)=O)=[CH:10][C:5]=2[N:4]=[C:3]1[CH2:24][CH2:25][NH:26]C(OCC1C=CC=CC=1)=O, predict the reaction product. The product is: [NH2:13][CH2:12][CH2:11][C:9]1[CH:8]=[CH:7][C:6]2[N:2]([CH3:1])[C:3]([CH2:24][CH2:25][NH2:26])=[N:4][C:5]=2[CH:10]=1. (5) Given the reactants [N:1]1[C:6]2[NH:7][CH:8]=[CH:9][C:5]=2[C:4]([NH:10][C@@H:11]2[CH2:16][C@H:15]([CH3:17])[CH2:14][N:13]([C:18](=[O:21])[CH:19]=[CH2:20])[CH2:12]2)=[N:3][CH:2]=1.C(=O)C=C, predict the reaction product. The product is: [N:1]1[C:6]2[NH:7][CH:8]=[CH:9][C:5]=2[C:4]([NH:10][C@@H:11]2[CH2:16][C@H:15]([CH3:17])[CH2:14][N:13]([C:18](=[O:21])[CH:19]=[CH2:20])[CH2:12]2)=[N:3][CH:2]=1.[N:1]1[C:6]2[NH:7][CH:8]=[CH:9][C:5]=2[C:4]([NH:10][C@H:11]2[CH2:16][C@@H:15]([CH3:17])[CH2:14][N:13]([C:18](=[O:21])[CH:19]=[CH2:20])[CH2:12]2)=[N:3][CH:2]=1. (6) Given the reactants [CH2:1]([SH:8])[C:2]1[CH:7]=[CH:6][CH:5]=[CH:4][CH:3]=1.[H-].[Na+].[Br:11][C:12]1[CH:13]=[N:14][CH:15]=[C:16](Br)[CH:17]=1, predict the reaction product. The product is: [CH2:1]([S:8][C:16]1[CH:15]=[N:14][CH:13]=[C:12]([Br:11])[CH:17]=1)[C:2]1[CH:7]=[CH:6][CH:5]=[CH:4][CH:3]=1. (7) Given the reactants CON(C)[C:4](=[O:20])[CH:5]([C:14]1[CH:19]=[CH:18][CH:17]=[CH:16][CH:15]=1)[CH2:6][C:7]1[CH:12]=[CH:11][C:10]([Cl:13])=[CH:9][CH:8]=1.[CH3:22][Mg]Br, predict the reaction product. The product is: [Cl:13][C:10]1[CH:11]=[CH:12][C:7]([CH2:6][CH:5]([C:14]2[CH:19]=[CH:18][CH:17]=[CH:16][CH:15]=2)[C:4](=[O:20])[CH3:22])=[CH:8][CH:9]=1. (8) The product is: [NH2:19][C@H:20]([C:21]([N:57]1[CH2:7][CH2:2][CH2:3][C@H:4]1[C:8]([OH:10])=[O:9])=[O:38])[CH2:39][C:40]1[CH:41]=[CH:42][CH:43]=[CH:44][CH:45]=1. Given the reactants Cl[C:2]1[CH:7]=CC=[C:4]([C:8]([O:10]O)=[O:9])[CH:3]=1.C(OC([NH:19][C@@H:20]([CH2:39][C:40]1[CH:45]=[CH:44][CH:43]=[CH:42][CH:41]=1)[C@H:21]([OH:38])/C=C/CCCNC(=O)OCC1C=CC=CC=1)=O)(C)(C)C.C([C@H](NC(=O)OC(C)(C)C)[C@H](O)[C@@H](O)[C@@H]1CCC[NH:57]1)C1C=CC=CC=1.C([C@H](NC(=O)OC(C)(C)C)[C@H](O)[C@H](O)[C@H]1CCCN1)C1C=CC=CC=1, predict the reaction product. (9) Given the reactants [Cl:1][C:2]1[CH:3]=[CH:4][C:5]([N:11]=[CH:12][CH2:13][N+:14]([O-:16])=[O:15])=[C:6]([CH:10]=1)[C:7](O)=[O:8].C([O-])([O-])=O.[K+].[K+], predict the reaction product. The product is: [Cl:1][C:2]1[CH:10]=[C:6]2[C:5](=[CH:4][CH:3]=1)[N:11]=[CH:12][C:13]([N+:14]([O-:16])=[O:15])=[C:7]2[OH:8].